From a dataset of Catalyst prediction with 721,799 reactions and 888 catalyst types from USPTO. Predict which catalyst facilitates the given reaction. (1) Reactant: [CH3:1][O:2][C:3]1[CH:8]=[C:7]([CH3:9])[C:6]([S:10]([N:13]([CH2:15][C:16]2[O:20][CH:19]=[C:18]([C:21](O)=[O:22])[CH:17]=2)[CH3:14])(=[O:12])=[O:11])=[C:5]([CH3:24])[CH:4]=1.CCN=C=NCCCN(C)C.C1C=CC2N(O)N=NC=2C=1.CCN(C(C)C)C(C)C.Cl.[CH3:56][NH:57][CH2:58][C:59]1[CH:70]=[CH:69][C:62]([CH2:63][N:64]2[CH2:67][CH:66]([OH:68])[CH2:65]2)=[CH:61][CH:60]=1. Product: [OH:68][CH:66]1[CH2:65][N:64]([CH2:63][C:62]2[CH:69]=[CH:70][C:59]([CH2:58][N:57]([CH3:56])[C:21]([C:18]3[CH:17]=[C:16]([CH2:15][N:13]([S:10]([C:6]4[C:7]([CH3:9])=[CH:8][C:3]([O:2][CH3:1])=[CH:4][C:5]=4[CH3:24])(=[O:11])=[O:12])[CH3:14])[O:20][CH:19]=3)=[O:22])=[CH:60][CH:61]=2)[CH2:67]1. The catalyst class is: 2. (2) Reactant: C(OC(=O)[NH:7][C@H:8]([C:10]1[N:14]([C:15]2[CH:20]=[CH:19][CH:18]=[CH:17][N:16]=2)[C:13]2[C:21]([C:26]#[N:27])=[C:22]([F:25])[CH:23]=[CH:24][C:12]=2[N:11]=1)[CH3:9])(C)(C)C.[ClH:29]. Product: [ClH:29].[ClH:29].[NH2:7][C@H:8]([C:10]1[N:14]([C:15]2[CH:20]=[CH:19][CH:18]=[CH:17][N:16]=2)[C:13]2[C:21]([C:26]#[N:27])=[C:22]([F:25])[CH:23]=[CH:24][C:12]=2[N:11]=1)[CH3:9]. The catalyst class is: 12. (3) Reactant: [Br:1][C:2]1[CH:3]=[CH:4][C:5]([OH:10])=[C:6]([CH:9]=1)[CH:7]=[O:8].C(=O)([O-])[O-].[K+].[K+].[CH2:17](Br)[C:18]1[CH:23]=[CH:22][CH:21]=[CH:20][CH:19]=1. Product: [CH2:17]([O:10][C:5]1[CH:4]=[CH:3][C:2]([Br:1])=[CH:9][C:6]=1[CH:7]=[O:8])[C:18]1[CH:23]=[CH:22][CH:21]=[CH:20][CH:19]=1. The catalyst class is: 9.